This data is from Full USPTO retrosynthesis dataset with 1.9M reactions from patents (1976-2016). The task is: Predict the reactants needed to synthesize the given product. (1) Given the product [Br:13][C:8]1[CH:9]=[CH:10][C:5]2[O:4][C:3](=[O:11])[C:2]([CH3:12])([CH3:1])[C:6]=2[CH:7]=1, predict the reactants needed to synthesize it. The reactants are: [CH3:1][C:2]1([CH3:12])[C:6]2[CH:7]=[CH:8][CH:9]=[CH:10][C:5]=2[O:4][C:3]1=[O:11].[Br:13]Br. (2) The reactants are: [CH2:1]([O:3][C:4](=[O:26])[C:5]([OH:25])([C:21]([F:24])([F:23])[F:22])[CH2:6][C:7]([C:10]1[CH:15]=[C:14]([F:16])[CH:13]=[C:12](CC=C)[C:11]=1[OH:20])([CH3:9])[CH3:8])[CH3:2].O.C[N+]1([O-])CC[O:32]CC1.[CH3:36][C:37]([CH3:39])=[O:38]. Given the product [CH2:1]([O:3][C:4](=[O:26])[C:5]([OH:25])([C:21]([F:24])([F:23])[F:22])[CH2:6][C:7]([C:10]1[CH:15]=[C:14]([F:16])[CH:13]=[C:12]([CH2:36][CH:37]([OH:38])[CH2:39][OH:32])[C:11]=1[OH:20])([CH3:9])[CH3:8])[CH3:2], predict the reactants needed to synthesize it. (3) Given the product [CH3:18][N:5]([CH3:6])[CH2:4][CH2:3][NH:2][S:7]([C:10]1[CH:16]=[CH:15][C:13]([CH3:14])=[CH:12][CH:11]=1)(=[O:9])=[O:8], predict the reactants needed to synthesize it. The reactants are: C[NH:2][CH2:3][CH2:4][NH:5][CH3:6].[S:7](Cl)([C:10]1[CH:16]=[CH:15][C:13]([CH3:14])=[CH:12][CH:11]=1)(=[O:9])=[O:8].[CH2:18]1COCC1. (4) The reactants are: [Br:1][C:2]1[CH:3]=[C:4]([C:8]([C:10]([C:12]2[CH:17]=[CH:16][CH:15]=[CH:14][CH:13]=2)=O)=O)[CH:5]=[CH:6][CH:7]=1.[CH2:18]([CH:28]([CH2:70][CH2:71][CH2:72][CH2:73][CH2:74][CH2:75][CH2:76][CH2:77][CH2:78][CH2:79][CH2:80][CH3:81])[CH2:29][C:30]1[CH:35]=[CH:34][C:33]([CH2:36][C:37](=[O:69])[CH2:38][C:39]2[CH:44]=[CH:43][C:42]([CH2:45][CH:46]([CH2:59][CH2:60][CH2:61][CH2:62][CH2:63][CH2:64][CH2:65][CH2:66][CH2:67][CH3:68])[CH2:47][CH2:48][CH2:49][CH2:50][CH2:51][CH2:52][CH2:53][CH2:54][CH2:55][CH2:56][CH2:57][CH3:58])=[CH:41][CH:40]=2)=[CH:32][CH:31]=1)[CH2:19][CH2:20][CH2:21][CH2:22][CH2:23][CH2:24][CH2:25][CH2:26][CH3:27].[OH-].C([N+](CC)(CC)CC)C. Given the product [Br:1][C:2]1[CH:3]=[C:4]([C:8]2[C:10]([C:12]3[CH:13]=[CH:14][CH:15]=[CH:16][CH:17]=3)=[C:38]([C:39]3[CH:44]=[CH:43][C:42]([CH2:45][CH:46]([CH2:59][CH2:60][CH2:61][CH2:62][CH2:63][CH2:64][CH2:65][CH2:66][CH2:67][CH3:68])[CH2:47][CH2:48][CH2:49][CH2:50][CH2:51][CH2:52][CH2:53][CH2:54][CH2:55][CH2:56][CH2:57][CH3:58])=[CH:41][CH:40]=3)[C:37](=[O:69])[C:36]=2[C:33]2[CH:32]=[CH:31][C:30]([CH2:29][CH:28]([CH2:18][CH2:19][CH2:20][CH2:21][CH2:22][CH2:23][CH2:24][CH2:25][CH2:26][CH3:27])[CH2:70][CH2:71][CH2:72][CH2:73][CH2:74][CH2:75][CH2:76][CH2:77][CH2:78][CH2:79][CH2:80][CH3:81])=[CH:35][CH:34]=2)[CH:5]=[CH:6][CH:7]=1, predict the reactants needed to synthesize it. (5) Given the product [C:36]([O:35][C:34]([N:33]([CH2:41][C@@H:42]1[C@@H:46]([C:47]2[CH:48]=[CH:49][CH:50]=[CH:51][CH:52]=2)[CH2:45][N:44]([C:8]([O:10][C:11]2[CH:20]=[CH:19][C:14]([C:15]([O:17][CH3:18])=[O:16])=[CH:13][CH:12]=2)=[O:9])[CH2:43]1)[C@@H:31]([C:21]1[C:30]2[C:25](=[CH:26][CH:27]=[CH:28][CH:29]=2)[CH:24]=[CH:23][CH:22]=1)[CH3:32])=[O:40])([CH3:37])([CH3:38])[CH3:39], predict the reactants needed to synthesize it. The reactants are: N1C=CC=CC=1.Cl[C:8]([O:10][C:11]1[CH:20]=[CH:19][C:14]([C:15]([O:17][CH3:18])=[O:16])=[CH:13][CH:12]=1)=[O:9].[C:21]1([C@H:31]([N:33]([CH2:41][C@@H:42]2[C@@H:46]([C:47]3[CH:52]=[CH:51][CH:50]=[CH:49][CH:48]=3)[CH2:45][NH:44][CH2:43]2)[C:34](=[O:40])[O:35][C:36]([CH3:39])([CH3:38])[CH3:37])[CH3:32])[C:30]2[C:25](=[CH:26][CH:27]=[CH:28][CH:29]=2)[CH:24]=[CH:23][CH:22]=1. (6) Given the product [C:1]([O:5][C:6]([NH:8][S:9]([N:12]([CH3:51])[CH:13]1[CH2:17][CH2:16][N:15]([CH2:18][CH2:19][N:20]([CH3:50])[C@@H:21]2[CH2:28][N:27]3[C:29]4[CH:30]=[C:31]([C:42]([OH:44])=[O:43])[CH:32]=[CH:33][C:34]=4[C:35]([CH:36]4[CH2:37][CH2:38][CH2:39][CH2:40][CH2:41]4)=[C:26]3[C:25]3[CH:46]=[CH:47][CH:48]=[CH:49][C:24]=3[O:23][CH2:22]2)[CH2:14]1)(=[O:11])=[O:10])=[O:7])([CH3:4])([CH3:3])[CH3:2], predict the reactants needed to synthesize it. The reactants are: [C:1]([O:5][C:6]([NH:8][S:9]([N:12]([CH3:51])[CH:13]1[CH2:17][CH2:16][N:15]([CH2:18][CH2:19][N:20]([CH3:50])[C@@H:21]2[CH2:28][N:27]3[C:29]4[CH:30]=[C:31]([C:42]([O:44]C)=[O:43])[CH:32]=[CH:33][C:34]=4[C:35]([CH:36]4[CH2:41][CH2:40][CH2:39][CH2:38][CH2:37]4)=[C:26]3[C:25]3[CH:46]=[CH:47][CH:48]=[CH:49][C:24]=3[O:23][CH2:22]2)[CH2:14]1)(=[O:11])=[O:10])=[O:7])([CH3:4])([CH3:3])[CH3:2].[OH-].[K+]. (7) The reactants are: [Cl:1][C:2]1[CH:3]=[C:4]([C@@H:12]([CH2:22][CH:23]2[CH2:27][CH2:26][CH2:25][CH2:24]2)[C:13]([NH:15][C:16]2[CH:20]=[CH:19][N:18]([CH3:21])[N:17]=2)=[O:14])[CH:5]=[CH:6][C:7]=1[S:8]([CH3:11])(=[O:10])=[O:9].C(Cl)(=O)C(Cl)=O.N1[C:39]([CH3:40])=[CH:38]C=CC=1C.C1(CN2C=CC(N)=N2)CC1. Given the product [Cl:1][C:2]1[CH:3]=[C:4]([C@@H:12]([CH2:22][CH:23]2[CH2:24][CH2:25][CH2:26][CH2:27]2)[C:13]([NH:15][C:16]2[CH:20]=[CH:19][N:18]([CH2:21][CH:38]3[CH2:39][CH2:40]3)[N:17]=2)=[O:14])[CH:5]=[CH:6][C:7]=1[S:8]([CH3:11])(=[O:10])=[O:9], predict the reactants needed to synthesize it. (8) Given the product [NH2:8][C:6]1[CH:5]=[CH:4][C:3]([CH:11]([C:13]2[CH:18]=[CH:17][CH:16]=[CH:15][N:14]=2)[OH:12])=[C:2]([Cl:1])[CH:7]=1, predict the reactants needed to synthesize it. The reactants are: [Cl:1][C:2]1[CH:7]=[C:6]([N+:8]([O-])=O)[CH:5]=[CH:4][C:3]=1[CH:11]([C:13]1[CH:18]=[CH:17][CH:16]=[CH:15][N:14]=1)[OH:12].C(O)C.O.[SH-].[Na+].